This data is from Peptide-MHC class II binding affinity with 134,281 pairs from IEDB. The task is: Regression. Given a peptide amino acid sequence and an MHC pseudo amino acid sequence, predict their binding affinity value. This is MHC class II binding data. (1) The peptide sequence is AFILLGDNLFPKV. The MHC is HLA-DQA10501-DQB10201 with pseudo-sequence HLA-DQA10501-DQB10201. The binding affinity (normalized) is 0.689. (2) The peptide sequence is AAATAGTTVYGAFWA. The MHC is HLA-DQA10102-DQB10602 with pseudo-sequence HLA-DQA10102-DQB10602. The binding affinity (normalized) is 0.757. (3) The peptide sequence is ETALKKAITAMSEAQKAAKP. The MHC is DRB1_1001 with pseudo-sequence DRB1_1001. The binding affinity (normalized) is 0.622. (4) The peptide sequence is KFVGITYALTVVWLLVFACS. The MHC is H-2-IAk with pseudo-sequence H-2-IAk. The binding affinity (normalized) is 0. (5) The peptide sequence is EENEGDNACKRTYSD. The MHC is DRB1_0901 with pseudo-sequence DRB1_0901. The binding affinity (normalized) is 0.156. (6) The peptide sequence is HHVDLMSKLRVDCMS. The MHC is DRB1_0101 with pseudo-sequence DRB1_0101. The binding affinity (normalized) is 0.481. (7) The peptide sequence is AFKVAATAANARPAN. The MHC is HLA-DPA10201-DPB11401 with pseudo-sequence HLA-DPA10201-DPB11401. The binding affinity (normalized) is 0.782. (8) The peptide sequence is IVVSRCKILTVIPSQ. The MHC is H-2-IAb with pseudo-sequence H-2-IAb. The binding affinity (normalized) is 0.0429.